This data is from Catalyst prediction with 721,799 reactions and 888 catalyst types from USPTO. The task is: Predict which catalyst facilitates the given reaction. (1) Reactant: C[O:2][C:3](=[O:34])[CH:4]([C:6]1[CH:11]=[CH:10][C:9]([C:12]#[C:13][C:14]2[CH:15]=[C:16]3[C:21](=[C:22]([CH2:24][N:25]([CH:27]4[CH2:29][CH2:28]4)[CH3:26])[CH:23]=2)[O:20][C:19]([CH3:31])([CH3:30])[CH2:18][C:17]3([CH3:33])[CH3:32])=[CH:8][CH:7]=1)[CH3:5].[OH-].[Na+]. Product: [CH:27]1([N:25]([CH2:24][C:22]2[CH:23]=[C:14]([C:13]#[C:12][C:9]3[CH:10]=[CH:11][C:6]([CH:4]([CH3:5])[C:3]([OH:34])=[O:2])=[CH:7][CH:8]=3)[CH:15]=[C:16]3[C:21]=2[O:20][C:19]([CH3:30])([CH3:31])[CH2:18][C:17]3([CH3:33])[CH3:32])[CH3:26])[CH2:29][CH2:28]1. The catalyst class is: 111. (2) Reactant: [NH2:1][C:2]1[C:3]([C:15]2[CH:24]=[CH:23][C:18]([C:19]([O:21][CH3:22])=[O:20])=[C:17]([F:25])[CH:16]=2)=[N:4][C:5]([CH:8]2[CH2:13][CH2:12][C:11](=O)[CH2:10][CH2:9]2)=[CH:6][N:7]=1.CO.[C:28]1([CH2:34][NH2:35])[CH:33]=[CH:32][CH:31]=[CH:30][CH:29]=1.[BH4-].[Na+]. Product: [NH2:1][C:2]1[C:3]([C:15]2[CH:24]=[CH:23][C:18]([C:19]([O:21][CH3:22])=[O:20])=[C:17]([F:25])[CH:16]=2)=[N:4][C:5]([CH:8]2[CH2:13][CH2:12][CH:11]([NH:35][CH2:34][C:28]3[CH:33]=[CH:32][CH:31]=[CH:30][CH:29]=3)[CH2:10][CH2:9]2)=[CH:6][N:7]=1. The catalyst class is: 13. (3) Reactant: O.[NH2:2][NH2:3].[C:4]([O:8][C:9]([C@@H:11]([CH3:31])[C:12]([NH:14][CH2:15][C:16]1[CH:17]=[C:18]([N:22]2[C:26]([C:27]([O:29]C)=O)=[CH:25][N:24]=[CH:23]2)[CH:19]=[CH:20][CH:21]=1)=[O:13])=[O:10])([CH3:7])([CH3:6])[CH3:5]. Product: [C:4]([O:8][C:9]([C@@H:11]([CH3:31])[C:12]([NH:14][CH2:15][C:16]1[CH:17]=[C:18]([N:22]2[C:26]([C:27]([NH:2][NH2:3])=[O:29])=[CH:25][N:24]=[CH:23]2)[CH:19]=[CH:20][CH:21]=1)=[O:13])=[O:10])([CH3:6])([CH3:5])[CH3:7]. The catalyst class is: 8. (4) Reactant: [ClH:1].C(OCC)(=O)C.[CH2:8]([NH:26][C:27](=[O:46])[O:28][C:29]1[CH:34]=[CH:33][CH:32]=[CH:31][C:30]=1[CH2:35][CH2:36][C:37]([N:39]1[CH2:44][CH2:43][N:42]([CH3:45])[CH2:41][CH2:40]1)=[O:38])[CH2:9][CH2:10][CH2:11][CH2:12][CH2:13][CH2:14][CH2:15][CH2:16][CH2:17][CH2:18][CH2:19][CH2:20][CH2:21][CH2:22][CH2:23][CH2:24][CH3:25]. Product: [ClH:1].[CH2:8]([NH:26][C:27](=[O:46])[O:28][C:29]1[CH:34]=[CH:33][CH:32]=[CH:31][C:30]=1[CH2:35][CH2:36][C:37]([N:39]1[CH2:40][CH2:41][N:42]([CH3:45])[CH2:43][CH2:44]1)=[O:38])[CH2:9][CH2:10][CH2:11][CH2:12][CH2:13][CH2:14][CH2:15][CH2:16][CH2:17][CH2:18][CH2:19][CH2:20][CH2:21][CH2:22][CH2:23][CH2:24][CH3:25]. The catalyst class is: 13. (5) Reactant: [CH:1]1([C:4]2[C:13]3[C:8](=[CH:9][CH:10]=[CH:11][CH:12]=3)[CH:7]=[N:6][C:5]=2[N:14]([CH2:31][C:32]2[CH:37]=[CH:36][C:35]([O:38][C:39]([F:42])([F:41])[F:40])=[CH:34][CH:33]=2)[S:15]([C:18]2[CH:27]=[CH:26][C:21]([C:22]([O:24]C)=[O:23])=[C:20]([CH2:28][O:29][CH3:30])[CH:19]=2)(=[O:17])=[O:16])[CH2:3][CH2:2]1.[OH-].[Na+].O.Cl. Product: [CH:1]1([C:4]2[C:13]3[C:8](=[CH:9][CH:10]=[CH:11][CH:12]=3)[CH:7]=[N:6][C:5]=2[N:14]([CH2:31][C:32]2[CH:33]=[CH:34][C:35]([O:38][C:39]([F:41])([F:42])[F:40])=[CH:36][CH:37]=2)[S:15]([C:18]2[CH:27]=[CH:26][C:21]([C:22]([OH:24])=[O:23])=[C:20]([CH2:28][O:29][CH3:30])[CH:19]=2)(=[O:16])=[O:17])[CH2:3][CH2:2]1. The catalyst class is: 8. (6) Reactant: [OH-].[Li+].C[O:4][C:5]([C:7]1[S:8][C:9]([Br:20])=[CH:10][C:11]=1[NH:12][C:13]([O:15][C:16]([CH3:19])([CH3:18])[CH3:17])=[O:14])=[O:6].Cl. Product: [Br:20][C:9]1[S:8][C:7]([C:5]([OH:6])=[O:4])=[C:11]([NH:12][C:13]([O:15][C:16]([CH3:19])([CH3:18])[CH3:17])=[O:14])[CH:10]=1. The catalyst class is: 20. (7) Reactant: [CH:1]1([C:4]2[CH:9]=[CH:8][N:7]=[CH:6][C:5]=2[N:10]2[CH2:14][CH2:13][NH:12][C:11]2=[O:15])[CH2:3][CH2:2]1.Br[C:17]1[CH:18]=[CH:19][C:20]2[C:24]([C:25]([F:28])([F:27])[F:26])=[CH:23][S:22][C:21]=2[CH:29]=1.CN[C@@H]1CCCC[C@H]1NC.P([O-])([O-])([O-])=O.[K+].[K+].[K+]. Product: [CH:1]1([C:4]2[CH:9]=[CH:8][N:7]=[CH:6][C:5]=2[N:10]2[CH2:14][CH2:13][N:12]([C:17]3[CH:18]=[CH:19][C:20]4[C:24]([C:25]([F:26])([F:27])[F:28])=[CH:23][S:22][C:21]=4[CH:29]=3)[C:11]2=[O:15])[CH2:3][CH2:2]1. The catalyst class is: 246.